From a dataset of Reaction yield outcomes from USPTO patents with 853,638 reactions. Predict the reaction yield, written as a fraction of the theoretical maximum amount of product (1.0 means a 100% yield; for example, 0.34 means a 34% yield). (1) The reactants are [F:1][C:2]([F:12])([F:11])[C:3]1[CH:4]=[C:5]([NH2:10])[CH:6]=[C:7]([NH2:9])[CH:8]=1.C[Si]([N-][Si](C)(C)C)(C)C.[Na+].[C:23]([O:27][C:28](O[C:28]([O:27][C:23]([CH3:26])([CH3:25])[CH3:24])=[O:29])=[O:29])([CH3:26])([CH3:25])[CH3:24]. The product is [C:23]([O:27][C:28](=[O:29])[NH:9][C:7]1[CH:8]=[C:3]([C:2]([F:11])([F:12])[F:1])[CH:4]=[C:5]([NH2:10])[CH:6]=1)([CH3:26])([CH3:25])[CH3:24]. The catalyst is C1COCC1. The yield is 0.680. (2) The reactants are [CH3:1][C:2]1[CH:3]=[C:4]([NH2:11])[C:5]2[O:9][CH:8]=[CH:7][C:6]=2[CH:10]=1.C(O)C. The catalyst is ClCCl.[C].[Pd]. The product is [CH3:1][C:2]1[CH:3]=[C:4]([NH2:11])[C:5]2[O:9][CH2:8][CH2:7][C:6]=2[CH:10]=1. The yield is 0.870. (3) The reactants are [I:1][C:2]1[C:11]2[C:6](=[CH:7][CH:8]=[CH:9][CH:10]=2)[CH:5]=[C:4]([OH:12])[CH:3]=1.[C:13]([CH:17]1[CH2:22][CH2:21][CH:20](OS(C)(=O)=O)[CH2:19][CH2:18]1)([CH3:16])([CH3:15])[CH3:14].C(=O)([O-])[O-].[Cs+].[Cs+]. The catalyst is C(O)(C)(C)C.CC(=O)CC. The product is [C:13]([CH:17]1[CH2:22][CH2:21][CH:20]([O:12][C:4]2[CH:3]=[C:2]([I:1])[C:11]3[C:6]([CH:5]=2)=[CH:7][CH:8]=[CH:9][CH:10]=3)[CH2:19][CH2:18]1)([CH3:16])([CH3:15])[CH3:14]. The yield is 0.730. (4) The reactants are [CH2:1]([CH:4]1[CH2:8][N:7]([CH2:9][C:10]2[C:18]3[C:13](=[N:14][CH:15]=[CH:16][CH:17]=3)[NH:12][CH:11]=2)[C:6](=[O:19])[CH2:5]1)[CH2:2][CH3:3].ClC1C=C(C=CC=1)C(OO)=[O:25].CCCCCC. The catalyst is COCCOC. The product is [O-:25][N+:14]1[CH:15]=[CH:16][CH:17]=[C:18]2[C:10]([CH2:9][N:7]3[CH2:8][CH:4]([CH2:1][CH2:2][CH3:3])[CH2:5][C:6]3=[O:19])=[CH:11][NH:12][C:13]=12. The yield is 0.470. (5) The reactants are [F:1][C:2]1[CH:3]=[C:4]([CH:6]=[CH:7][CH:8]=1)[NH2:5].C(=O)(O)[O-].[Na+].CO.ClCCl.[I:19](Cl)(=O)=O.I(Cl)(=O)=O.C([N+](C)(C)C)C1C=CC=CC=1. The catalyst is ClCCl. The product is [F:1][C:2]1[CH:3]=[C:4]([CH:6]=[CH:7][C:8]=1[I:19])[NH2:5]. The yield is 0.890.